Dataset: Full USPTO retrosynthesis dataset with 1.9M reactions from patents (1976-2016). Task: Predict the reactants needed to synthesize the given product. (1) Given the product [CH3:1][C:2]1[C:6]([C:7]2[CH:8]=[CH:9][C:10](=[O:13])[N:11]([C:27](=[O:28])[C:26]3[CH:30]=[CH:31][C:23]([F:22])=[CH:24][CH:25]=3)[CH:12]=2)=[C:5]([CH3:14])[O:4][N:3]=1, predict the reactants needed to synthesize it. The reactants are: [CH3:1][C:2]1[C:6]([C:7]2[CH:8]=[CH:9][C:10](=[O:13])[NH:11][CH:12]=2)=[C:5]([CH3:14])[O:4][N:3]=1.CCN(CC)CC.[F:22][C:23]1[CH:31]=[CH:30][C:26]([C:27](Cl)=[O:28])=[CH:25][CH:24]=1. (2) The reactants are: [Br:1][C:2]1[CH:3]=[C:4]([NH:8][C:9](=[O:15])[O:10][C:11]([CH3:14])([CH3:13])[CH3:12])[CH:5]=[CH:6][CH:7]=1.[H-].[Na+].Br[CH2:19][CH2:20][CH2:21][CH3:22].O. Given the product [Br:1][C:2]1[CH:3]=[C:4]([N:8]([CH2:19][CH2:20][CH2:21][CH3:22])[C:9](=[O:15])[O:10][C:11]([CH3:12])([CH3:14])[CH3:13])[CH:5]=[CH:6][CH:7]=1, predict the reactants needed to synthesize it. (3) Given the product [I:1][C:2]1[CH:7]=[CH:6][C:5]([C@H:8]2[C@H:13]([NH:14][S:29]([CH:27]([CH3:28])[CH3:26])(=[O:31])=[O:30])[CH2:12][CH2:11][O:10][CH2:9]2)=[CH:4][CH:3]=1, predict the reactants needed to synthesize it. The reactants are: [I:1][C:2]1[CH:7]=[CH:6][C:5]([C@H:8]2[C@H:13]([NH2:14])[CH2:12][CH2:11][O:10][CH2:9]2)=[CH:4][CH:3]=1.N12CCCN=C1CCCCC2.[CH3:26][CH:27]([S:29](Cl)(=[O:31])=[O:30])[CH3:28]. (4) Given the product [CH:7]1([C:10]2[NH:14][N:13]=[C:12]([C:15]([NH2:22])=[O:17])[C:11]=2[N+:18]([O-:20])=[O:19])[CH2:8][CH2:2][CH2:1][CH2:9]1, predict the reactants needed to synthesize it. The reactants are: [C:1](Cl)(=O)[C:2](Cl)=O.[CH:7]([C:10]1[NH:14][N:13]=[C:12]([C:15]([OH:17])=O)[C:11]=1[N+:18]([O-:20])=[O:19])([CH3:9])[CH3:8].C[N:22](C)C=O. (5) Given the product [Cl:1][C:2]1[CH:7]=[CH:6][C:5]([S:8]([N:11]([CH2:21][C:22]2[CH:34]=[CH:33][C:25]([C:26]([NH:28][CH2:29][CH2:46][S:47]([CH3:49])(=[O:40])=[O:48])=[O:27])=[CH:24][CH:23]=2)[C@H:12]([C:15]2[CH:20]=[CH:19][CH:18]=[CH:17][CH:16]=2)[CH2:13][CH3:14])(=[O:10])=[O:9])=[CH:4][CH:3]=1, predict the reactants needed to synthesize it. The reactants are: [Cl:1][C:2]1[CH:7]=[CH:6][C:5]([S:8]([N:11]([CH2:21][C:22]2[CH:34]=[CH:33][C:25]([C:26]([NH:28][CH2:29]CSC)=[O:27])=[CH:24][CH:23]=2)[C@H:12]([C:15]2[CH:20]=[CH:19][CH:18]=[CH:17][CH:16]=2)[CH2:13][CH3:14])(=[O:10])=[O:9])=[CH:4][CH:3]=1.ClC1C=C(C=CC=1)C(OO)=[O:40].[CH3:46][S:47]([CH3:49])=[O:48].